Dataset: Reaction yield outcomes from USPTO patents with 853,638 reactions. Task: Predict the reaction yield, written as a fraction of the theoretical maximum amount of product (1.0 means a 100% yield; for example, 0.34 means a 34% yield). (1) The reactants are [NH2:1][C:2]1[C:11]2[C:6](=[CH:7][CH:8]=[CH:9][C:10]=2[O:12][CH:13]2[CH2:18][CH2:17][CH2:16][CH2:15][CH2:14]2)[N:5]=[C:4]([CH3:19])[C:3]=1[C:20]([OH:22])=[O:21].[ClH:23]. The catalyst is C(O)C. The product is [ClH:23].[NH2:1][C:2]1[C:11]2[C:6](=[CH:7][CH:8]=[CH:9][C:10]=2[O:12][CH:13]2[CH2:18][CH2:17][CH2:16][CH2:15][CH2:14]2)[N:5]=[C:4]([CH3:19])[C:3]=1[C:20]([OH:22])=[O:21]. The yield is 1.00. (2) The reactants are C[O:2][C:3]([C:5]1[S:6][C:7]([C:25]2[CH:30]=[CH:29][CH:28]=[CH:27][CH:26]=2)=[CH:8][C:9]=1[N:10]([C:21]([CH3:24])([CH3:23])[CH3:22])[C:11](=[O:20])[C:12]1[CH:17]=[CH:16][C:15]([Cl:18])=[CH:14][C:13]=1[Cl:19])=[O:4].[Li+].[OH-]. The catalyst is C1COCC1.CO.O. The product is [C:21]([N:10]([C:11](=[O:20])[C:12]1[CH:17]=[CH:16][C:15]([Cl:18])=[CH:14][C:13]=1[Cl:19])[C:9]1[CH:8]=[C:7]([C:25]2[CH:26]=[CH:27][CH:28]=[CH:29][CH:30]=2)[S:6][C:5]=1[C:3]([OH:4])=[O:2])([CH3:24])([CH3:22])[CH3:23]. The yield is 0.290. (3) The reactants are [H-].[Na+].[I-].[CH3:4][S+](C)(C)=O.[O:9]=[S:10]1(=[O:21])[CH2:14][CH2:13][CH2:12][N:11]1[C:15]([CH3:20])([CH3:19])[C:16](=[O:18])[CH3:17]. The product is [CH3:17][C:16]1([C:15]([N:11]2[CH2:12][CH2:13][CH2:14][S:10]2(=[O:21])=[O:9])([CH3:20])[CH3:19])[CH2:4][O:18]1. The catalyst is CS(C)=O. The yield is 0.610. (4) The yield is 0.560. The product is [CH2:29]([C:31]1[N:32]([C:2]2[N:3]=[C:4]([N:23]3[CH2:28][CH2:27][O:26][CH2:25][CH2:24]3)[C:5]3[N:10]=[C:9]([CH2:11][CH2:12][N:13]4[CH2:18][CH2:17][CH:16]([C:19]([OH:22])([CH3:21])[CH3:20])[CH2:15][CH2:14]4)[S:8][C:6]=3[N:7]=2)[C:33]2[CH:39]=[CH:38][CH:37]=[CH:36][C:34]=2[N:35]=1)[CH3:30]. The catalyst is O1CCOCC1.C1C=CC(/C=C/C(/C=C/C2C=CC=CC=2)=O)=CC=1.C1C=CC(/C=C/C(/C=C/C2C=CC=CC=2)=O)=CC=1.C1C=CC(/C=C/C(/C=C/C2C=CC=CC=2)=O)=CC=1.[Pd].[Pd]. The reactants are Cl[C:2]1[N:3]=[C:4]([N:23]2[CH2:28][CH2:27][O:26][CH2:25][CH2:24]2)[C:5]2[N:10]=[C:9]([CH2:11][CH2:12][N:13]3[CH2:18][CH2:17][CH:16]([C:19]([OH:22])([CH3:21])[CH3:20])[CH2:15][CH2:14]3)[S:8][C:6]=2[N:7]=1.[CH2:29]([C:31]1[NH:32][C:33]2[CH:39]=[CH:38][CH:37]=[CH:36][C:34]=2[N:35]=1)[CH3:30].CC(C1C=C(C(C)C)C(C2C=CC=CC=2P(C2CCCCC2)C2CCCCC2)=C(C(C)C)C=1)C.C([O-])([O-])=O.[Cs+].[Cs+]. (5) The reactants are [N-](S(C(F)(F)F)(=O)=O)S(C(F)(F)F)(=O)=O.[N-](S(C(F)(F)F)(=O)=O)S(C(F)(F)F)(=O)=O.C([N+]1C=CN(C)C=1)CCC.C([N+]1C=CN(C)C=1)CCC.[Cl:51][C:52]1[CH:57]=[CH:56][CH:55]=[CH:54][CH:53]=1.[C:58](Cl)(=[O:65])[C:59]1[CH:64]=[CH:63][CH:62]=[CH:61][CH:60]=1. The catalyst is N(S(C(F)(F)F)(=O)=O)S(C(F)(F)F)(=O)=O.N(S(C(F)(F)F)(=O)=O)S(C(F)(F)F)(=O)=O.[Ni+2]. The product is [Cl:51][C:52]1[CH:57]=[CH:56][CH:55]=[CH:54][C:53]=1[C:58]([C:59]1[CH:64]=[CH:63][CH:62]=[CH:61][CH:60]=1)=[O:65]. The yield is 0.740.